This data is from Peptide-MHC class I binding affinity with 185,985 pairs from IEDB/IMGT. The task is: Regression. Given a peptide amino acid sequence and an MHC pseudo amino acid sequence, predict their binding affinity value. This is MHC class I binding data. (1) The peptide sequence is VEGLGLQKL. The MHC is HLA-B18:01 with pseudo-sequence HLA-B18:01. The binding affinity (normalized) is 0.339. (2) The peptide sequence is LARQHIAAL. The MHC is HLA-B18:01 with pseudo-sequence HLA-B18:01. The binding affinity (normalized) is 0.0847. (3) The peptide sequence is RVFDKADGK. The MHC is HLA-B15:17 with pseudo-sequence HLA-B15:17. The binding affinity (normalized) is 0.0847. (4) The peptide sequence is RSNDTELNY. The MHC is HLA-A30:01 with pseudo-sequence HLA-A30:01. The binding affinity (normalized) is 0.0847. (5) The peptide sequence is LTSSSKYTY. The MHC is HLA-A30:01 with pseudo-sequence HLA-A30:01. The binding affinity (normalized) is 0.0847. (6) The peptide sequence is LMMRTTWAL. The MHC is HLA-B08:01 with pseudo-sequence HLA-B08:01. The binding affinity (normalized) is 0.974. (7) The peptide sequence is LILAPTRVV. The MHC is HLA-A01:01 with pseudo-sequence HLA-A01:01. The binding affinity (normalized) is 0.0847.